Dataset: KCNQ2 potassium channel screen with 302,405 compounds. Task: Binary Classification. Given a drug SMILES string, predict its activity (active/inactive) in a high-throughput screening assay against a specified biological target. (1) The drug is S(=O)(=O)(N(CC(=O)N1CCN(CC1)Cc1ccccc1)c1cc(OC)c(OC)cc1)C. The result is 0 (inactive). (2) The drug is s1c(C(=O)N2CCC(CC2)C(=O)NC(CCc2ccccc2)C)c(n2cccc2)cc1. The result is 0 (inactive). (3) The compound is Fc1c(CCNC(=O)C2CCCN(C2)c2nc(cc(n2)C)C)cccc1. The result is 0 (inactive). (4) The result is 0 (inactive). The drug is S(=O)(=O)(N1N=C(Oc2c(C1=O)cccc2)C)c1ccc(OC)cc1. (5) The compound is S1CCCCN=C1N(c1ccccc1)C(=O)c1ccccc1. The result is 0 (inactive). (6) The compound is Clc1c(S(=O)(=O)N2CCCC2)cc(OCC(=O)NC2CCCCC2)c(c1)C. The result is 1 (active). (7) The drug is Fc1cc(C(=O)NNC2CC(=O)NC2=O)ccc1. The result is 0 (inactive). (8) The compound is O(C1CCCCC1)C(=O)C=1C(C2=C(NC1C)CCCC2=O)c1oc(cc1)C. The result is 0 (inactive). (9) The molecule is s1c(N2CC(CCC2)C(=O)NCc2ccc(cc2)C)nc2c(scc2)c1=O. The result is 0 (inactive).